From a dataset of Reaction yield outcomes from USPTO patents with 853,638 reactions. Predict the reaction yield, written as a fraction of the theoretical maximum amount of product (1.0 means a 100% yield; for example, 0.34 means a 34% yield). (1) The reactants are [H-].[Na+].[F:3][C:4]1[C:5]([CH2:16][N:17]([CH3:25])[C:18](=[O:24])[O:19][C:20]([CH3:23])([CH3:22])[CH3:21])=[CH:6][NH:7][C:8]=1[C:9]1[C:10]([F:15])=[N:11][CH:12]=[CH:13][CH:14]=1.C1OCCOCCOCCOCCOC1.[CH3:41][C:42]1[C:43]([S:48](Cl)(=[O:50])=[O:49])=[N:44][CH:45]=[CH:46][CH:47]=1. The catalyst is O1CCCC1.O. The product is [F:3][C:4]1[C:5]([CH2:16][N:17]([CH3:25])[C:18](=[O:24])[O:19][C:20]([CH3:21])([CH3:22])[CH3:23])=[CH:6][N:7]([S:48]([C:43]2[C:42]([CH3:41])=[CH:47][CH:46]=[CH:45][N:44]=2)(=[O:50])=[O:49])[C:8]=1[C:9]1[C:10]([F:15])=[N:11][CH:12]=[CH:13][CH:14]=1. The yield is 0.470. (2) The reactants are Cl.[F:2][CH2:3][CH2:4][O:5][CH2:6][CH2:7][O:8][CH2:9][CH2:10][O:11][C:12]1[CH:21]=[CH:20][C:19]2[C:14](=[CH:15][CH:16]=[C:17]([C:22]3[CH:27]=[CH:26][C:25]([N+:28]([O-])=O)=[CH:24][CH:23]=3)[CH:18]=2)[CH:13]=1.[OH-].[Na+]. The catalyst is C(O)C. The product is [F:2][CH2:3][CH2:4][O:5][CH2:6][CH2:7][O:8][CH2:9][CH2:10][O:11][C:12]1[CH:13]=[C:14]2[C:19](=[CH:20][CH:21]=1)[CH:18]=[C:17]([C:22]1[CH:27]=[CH:26][C:25]([NH2:28])=[CH:24][CH:23]=1)[CH:16]=[CH:15]2. The yield is 0.760. (3) The reactants are Cl.Cl.[F:3][C:4]([F:17])([F:16])[CH2:5][O:6][C:7]1[CH:8]=[CH:9][C:10]([C@H:13]([NH2:15])[CH3:14])=[N:11][CH:12]=1.[CH:18]([C:21]1[CH:26]=[CH:25][C:24]([CH2:27][C:28](O)=[O:29])=[CH:23][CH:22]=1)([CH3:20])[CH3:19].C(Cl)CCl.ON1C2N=CC=CC=2N=N1.C(N(C(C)C)CC)(C)C. The catalyst is CN(C=O)C.O. The product is [CH:18]([C:21]1[CH:26]=[CH:25][C:24]([CH2:27][C:28]([NH:15][C@@H:13]([C:10]2[CH:9]=[CH:8][C:7]([O:6][CH2:5][C:4]([F:3])([F:16])[F:17])=[CH:12][N:11]=2)[CH3:14])=[O:29])=[CH:23][CH:22]=1)([CH3:20])[CH3:19]. The yield is 0.830. (4) The reactants are C([O:3][C:4](=[O:33])[CH2:5][CH:6]([N:10]1[C:14]2[CH:15]=[CH:16][CH:17]=[CH:18][C:13]=2[N:12]([CH2:19][C:20]2[CH:25]=[CH:24][C:23]([NH2:26])=[C:22]([O:27][C:28]([F:31])([F:30])[F:29])[CH:21]=2)[C:11]1=[O:32])[CH2:7][CH2:8][CH3:9])C.[OH-].[Li+].Cl. The catalyst is O1CCOCC1.O. The product is [NH2:26][C:23]1[CH:24]=[CH:25][C:20]([CH2:19][N:12]2[C:13]3[CH:18]=[CH:17][CH:16]=[CH:15][C:14]=3[N:10]([CH:6]([CH2:7][CH2:8][CH3:9])[CH2:5][C:4]([OH:33])=[O:3])[C:11]2=[O:32])=[CH:21][C:22]=1[O:27][C:28]([F:30])([F:31])[F:29]. The yield is 0.950. (5) The catalyst is ClCCl. The yield is 0.480. The reactants are [Br:1][CH2:2][C:3]([C:5]1[C:10]([CH3:11])=[CH:9][C:8]([S:12][C:13]2[CH:18]=[CH:17][C:16]([O:19][CH3:20])=[CH:15][CH:14]=2)=[CH:7][C:6]=1[CH3:21])=[O:4].C(OC(=O)C)(=[O:24])C.OO. The product is [Br:1][CH2:2][C:3]([C:5]1[C:6]([CH3:21])=[CH:7][C:8]([S:12]([C:13]2[CH:14]=[CH:15][C:16]([O:19][CH3:20])=[CH:17][CH:18]=2)=[O:24])=[CH:9][C:10]=1[CH3:11])=[O:4]. (6) The reactants are Cl[C:2]1[N:7]=[C:6]([CH3:8])[CH:5]=[CH:4][N:3]=1.[CH3:9][N:10](C=O)C. The catalyst is CCOC(C)=O.[C-]#N.[Zn+2].[C-]#N.C1C=CC([P]([Pd]([P](C2C=CC=CC=2)(C2C=CC=CC=2)C2C=CC=CC=2)([P](C2C=CC=CC=2)(C2C=CC=CC=2)C2C=CC=CC=2)[P](C2C=CC=CC=2)(C2C=CC=CC=2)C2C=CC=CC=2)(C2C=CC=CC=2)C2C=CC=CC=2)=CC=1. The product is [CH3:8][C:6]1[CH:5]=[CH:4][N:3]=[C:2]([C:9]#[N:10])[N:7]=1. The yield is 0.560.